Dataset: Catalyst prediction with 721,799 reactions and 888 catalyst types from USPTO. Task: Predict which catalyst facilitates the given reaction. (1) Reactant: [I:1][C:2]1[CH:7]=[CH:6][C:5]([CH2:8][CH2:9][C:10]([OH:12])=[O:11])=[CH:4][CH:3]=1.CO.[N+](=[CH:17][Si](C)(C)C)=[N-]. Product: [I:1][C:2]1[CH:3]=[CH:4][C:5]([CH2:8][CH2:9][C:10]([O:12][CH3:17])=[O:11])=[CH:6][CH:7]=1. The catalyst class is: 11. (2) Reactant: [N+:1]([C:4]1[N:9]=[CH:8][C:7]([O:10][C:11]2[CH:12]=[C:13]([NH:17][C:18](=[O:24])[O:19][C:20]([CH3:23])([CH3:22])[CH3:21])[CH:14]=[CH:15][CH:16]=2)=[CH:6][CH:5]=1)([O-])=O. Product: [NH2:1][C:4]1[N:9]=[CH:8][C:7]([O:10][C:11]2[CH:12]=[C:13]([NH:17][C:18](=[O:24])[O:19][C:20]([CH3:22])([CH3:21])[CH3:23])[CH:14]=[CH:15][CH:16]=2)=[CH:6][CH:5]=1. The catalyst class is: 352. (3) Reactant: [F:1][C:2]1[CH:7]=[CH:6][C:5]([NH:8][C:9]2[CH:14]=[CH:13][C:12]([C:15]([C:17]3[CH:22]=[C:21]([O:23][CH2:24][CH2:25][CH2:26][OH:27])[CH:20]=[CH:19][C:18]=3[CH3:28])=[O:16])=[C:11]([N+:29]([O-])=O)[CH:10]=2)=[C:4]([CH3:32])[CH:3]=1. Product: [NH2:29][C:11]1[CH:10]=[C:9]([NH:8][C:5]2[CH:6]=[CH:7][C:2]([F:1])=[CH:3][C:4]=2[CH3:32])[CH:14]=[CH:13][C:12]=1[C:15]([C:17]1[CH:22]=[C:21]([O:23][CH2:24][CH2:25][CH2:26][OH:27])[CH:20]=[CH:19][C:18]=1[CH3:28])=[O:16]. The catalyst class is: 19. (4) Reactant: [CH2:1]([O:8][CH2:9][C@H:10]([NH2:20])[CH2:11][O:12][Si:13]([C:16]([CH3:19])([CH3:18])[CH3:17])([CH3:15])[CH3:14])[C:2]1[CH:7]=[CH:6][CH:5]=[CH:4][CH:3]=1.C(N(CC)CC)C.Cl[C:29]1[C:38]2[C:33](=[CH:34][CH:35]=[CH:36][CH:37]=2)[N:32]=[CH:31][C:30]=1[N+:39]([O-:41])=[O:40]. Product: [CH2:1]([O:8][CH2:9][C@H:10]([NH:20][C:29]1[C:38]2[C:33](=[CH:34][CH:35]=[CH:36][CH:37]=2)[N:32]=[CH:31][C:30]=1[N+:39]([O-:41])=[O:40])[CH2:11][O:12][Si:13]([C:16]([CH3:17])([CH3:19])[CH3:18])([CH3:14])[CH3:15])[C:2]1[CH:7]=[CH:6][CH:5]=[CH:4][CH:3]=1. The catalyst class is: 2. (5) Reactant: [CH2:1]([N:3]1[C:15]2[CH:14]=[CH:13][C:12]([CH:16]=O)=[CH:11][C:10]=2[C:9]2[C:4]1=[CH:5][CH:6]=[CH:7][CH:8]=2)[CH3:2].[NH:18]1[CH2:23][CH2:22][CH:21]([C:24]2[CH:25]=[C:26]([NH:30][C:31](=[O:34])[CH2:32][CH3:33])[CH:27]=[CH:28][CH:29]=2)[CH2:20][CH2:19]1. Product: [CH2:1]([N:3]1[C:15]2[CH:14]=[CH:13][C:12]([CH2:16][N:18]3[CH2:23][CH2:22][CH:21]([C:24]4[CH:25]=[C:26]([NH:30][C:31](=[O:34])[CH2:32][CH3:33])[CH:27]=[CH:28][CH:29]=4)[CH2:20][CH2:19]3)=[CH:11][C:10]=2[C:9]2[C:4]1=[CH:5][CH:6]=[CH:7][CH:8]=2)[CH3:2]. The catalyst class is: 52. (6) Reactant: FC(F)(F)C(O)=O.C(OC(=O)[NH:14][CH:15]1[CH2:18][N:17]([C:19](=[O:34])[CH2:20][C:21]2[CH:26]=[CH:25][C:24]([O:27][C:28]3[CH:33]=[CH:32][CH:31]=[CH:30][CH:29]=3)=[CH:23][CH:22]=2)[CH2:16]1)(C)(C)C.N. Product: [NH2:14][CH:15]1[CH2:18][N:17]([C:19](=[O:34])[CH2:20][C:21]2[CH:22]=[CH:23][C:24]([O:27][C:28]3[CH:29]=[CH:30][CH:31]=[CH:32][CH:33]=3)=[CH:25][CH:26]=2)[CH2:16]1. The catalyst class is: 46.